Dataset: Full USPTO retrosynthesis dataset with 1.9M reactions from patents (1976-2016). Task: Predict the reactants needed to synthesize the given product. (1) Given the product [O:14]1[CH:15]=[N:16][C:12]([C:9]2[CH:10]=[CH:11][C:6]([NH2:3])=[CH:7][CH:8]=2)=[N:13]1, predict the reactants needed to synthesize it. The reactants are: [Cl-].[NH4+].[N+:3]([C:6]1[CH:11]=[CH:10][C:9]([C:12]2[N:16]=[CH:15][O:14][N:13]=2)=[CH:8][CH:7]=1)([O-])=O. (2) The reactants are: [C:1]([O:5][C:6]([N:8]1[CH2:13][CH2:12][CH:11]([CH:14]2[O:23][C:17]3=[CH:18][N:19]=[C:20](Cl)[CH:21]=[C:16]3[CH2:15]2)[CH2:10][CH2:9]1)=[O:7])([CH3:4])([CH3:3])[CH3:2].CC1(C)C(C)(C)OB([C:32]2[CH:37]=[CH:36][N:35]=[C:34]([C:38]#[N:39])[CH:33]=2)O1. Given the product [C:1]([O:5][C:6]([N:8]1[CH2:13][CH2:12][CH:11]([CH:14]2[O:23][C:17]3=[CH:18][N:19]=[C:20]([C:32]4[CH:37]=[CH:36][N:35]=[C:34]([C:38]#[N:39])[CH:33]=4)[CH:21]=[C:16]3[CH2:15]2)[CH2:10][CH2:9]1)=[O:7])([CH3:4])([CH3:3])[CH3:2], predict the reactants needed to synthesize it. (3) The reactants are: C[O:2][C:3]([C:5]1([CH:13]=[N:14][O:15][CH2:16][C:17]2[CH:22]=[CH:21][CH:20]=[CH:19][CH:18]=2)[CH2:10][CH2:9][C:8]([CH3:12])([CH3:11])[CH2:7][CH2:6]1)=[O:4].O.[OH-].[Li+].Cl. Given the product [CH2:16]([O:15][N:14]=[CH:13][C:5]1([C:3]([OH:4])=[O:2])[CH2:10][CH2:9][C:8]([CH3:12])([CH3:11])[CH2:7][CH2:6]1)[C:17]1[CH:22]=[CH:21][CH:20]=[CH:19][CH:18]=1, predict the reactants needed to synthesize it. (4) Given the product [NH2:22][C:4]1[CH:5]=[CH:6][C:7]([N:9]2[CH2:14][CH2:13][N:12]([C:15]([O:17][C:18]([CH3:21])([CH3:20])[CH3:19])=[O:16])[CH2:11][CH2:10]2)=[N:8][C:3]=1[O:2][CH3:1], predict the reactants needed to synthesize it. The reactants are: [CH3:1][O:2][C:3]1[N:8]=[C:7]([N:9]2[CH2:14][CH2:13][N:12]([C:15]([O:17][C:18]([CH3:21])([CH3:20])[CH3:19])=[O:16])[CH2:11][CH2:10]2)[CH:6]=[CH:5][C:4]=1[N+:22]([O-])=O.[H][H]. (5) Given the product [CH3:11][N:8]1[C:7]([CH2:12][OH:13])=[N:6][C:5]2[C:9]1=[N:10][C:2]([N:22]1[C:23]3[CH:29]=[CH:28][CH:27]=[CH:26][C:24]=3[N:25]=[C:21]1[CH3:20])=[N:3][C:4]=2[N:14]1[CH2:19][CH2:18][O:17][CH2:16][CH2:15]1, predict the reactants needed to synthesize it. The reactants are: Cl[C:2]1[N:10]=[C:9]2[C:5]([N:6]=[C:7]([CH2:12][OH:13])[N:8]2[CH3:11])=[C:4]([N:14]2[CH2:19][CH2:18][O:17][CH2:16][CH2:15]2)[N:3]=1.[CH3:20][C:21]1[NH:22][C:23]2[CH:29]=[CH:28][CH:27]=[CH:26][C:24]=2[N:25]=1. (6) Given the product [F:4][C:5]1[CH:10]=[C:9]([F:11])[C:8]([F:12])=[CH:7][C:6]=1[NH:13][C:14]1[O:18][C:17]([C:19]2[NH:20][C:21]3[CH:27]=[C:26]([O:28][C@H:29]4[CH2:30][CH2:31][C@H:32]([C:35]([OH:37])=[O:36])[CH2:33][CH2:34]4)[CH:25]=[CH:24][C:22]=3[N:23]=2)=[N:16][N:15]=1, predict the reactants needed to synthesize it. The reactants are: O.[OH-].[Li+].[F:4][C:5]1[CH:10]=[C:9]([F:11])[C:8]([F:12])=[CH:7][C:6]=1[NH:13][C:14]1[O:18][C:17]([C:19]2[NH:20][C:21]3[CH:27]=[C:26]([O:28][C@H:29]4[CH2:34][CH2:33][C@H:32]([C:35]([O:37]CC)=[O:36])[CH2:31][CH2:30]4)[CH:25]=[CH:24][C:22]=3[N:23]=2)=[N:16][N:15]=1.CO.O. (7) Given the product [OH:18][CH:19]1[CH2:23][CH2:22][N:21]([C:24]2[CH:29]=[CH:28][CH:27]=[CH:26][C:25]=2[S:30]([NH:33][C:34]2[S:35][CH:36]=[CH:37][N:38]=2)(=[O:31])=[O:32])[C:20]1=[O:39], predict the reactants needed to synthesize it. The reactants are: [Si]([O:18][CH:19]1[CH2:23][CH2:22][N:21]([C:24]2[CH:29]=[CH:28][CH:27]=[CH:26][C:25]=2[S:30]([NH:33][C:34]2[S:35][CH:36]=[CH:37][N:38]=2)(=[O:32])=[O:31])[C:20]1=[O:39])(C(C)(C)C)(C1C=CC=CC=1)C1C=CC=CC=1.[F-].C([N+](CCCC)(CCCC)CCCC)CCC.O.